Dataset: Catalyst prediction with 721,799 reactions and 888 catalyst types from USPTO. Task: Predict which catalyst facilitates the given reaction. (1) Reactant: C([N-]C(C)C)(C)C.[Li+].[C:9](#[N:13])[CH:10]([CH3:12])[CH3:11].Br[CH2:15][C:16]1[CH:21]=[CH:20][C:19]([Cl:22])=[CH:18][CH:17]=1.Cl. Product: [Cl:22][C:19]1[CH:20]=[CH:21][C:16]([CH2:15][C:10]([CH3:12])([CH3:11])[C:9]#[N:13])=[CH:17][CH:18]=1. The catalyst class is: 7. (2) Reactant: Cl.Cl.[CH3:3][C:4]1[N:8]([CH:9]2[CH2:15][CH:14]3[N:16]([CH2:17][CH2:18][C:19]4([C:25]5[CH:30]=[CH:29][CH:28]=[CH:27][CH:26]=5)[CH2:24][CH2:23][NH:22][CH2:21][CH2:20]4)[CH:11]([CH2:12][CH2:13]3)[CH2:10]2)[C:7]2[CH:31]=[CH:32][CH:33]=[CH:34][C:6]=2[N:5]=1.[O:35]1[CH2:39][CH2:38][CH:37]([C:40](O)=[O:41])[CH2:36]1.C(N(CC)CC)C.F[P-](F)(F)(F)(F)F.N1(OC(N(C)C)=[N+](C)C)C2N=CC=CC=2N=N1. Product: [CH3:3][C:4]1[N:8]([CH:9]2[CH2:15][C@H:14]3[N:16]([CH2:17][CH2:18][C:19]4([C:25]5[CH:30]=[CH:29][CH:28]=[CH:27][CH:26]=5)[CH2:20][CH2:21][N:22]([C:40]([CH:37]5[CH2:38][CH2:39][O:35][CH2:36]5)=[O:41])[CH2:23][CH2:24]4)[C@H:11]([CH2:12][CH2:13]3)[CH2:10]2)[C:7]2[CH:31]=[CH:32][CH:33]=[CH:34][C:6]=2[N:5]=1. The catalyst class is: 35. (3) The catalyst class is: 24. Product: [O:17]=[C:13]1[CH2:14][CH2:15][CH2:16][N:12]1[C:9]1[CH:10]=[CH:11][C:6]([C:5]([OH:18])=[O:4])=[CH:7][CH:8]=1. Reactant: [OH-].[Na+].C[O:4][C:5](=[O:18])[C:6]1[CH:11]=[CH:10][C:9]([N:12]2[CH2:16][CH2:15][CH2:14][C:13]2=[O:17])=[CH:8][CH:7]=1. (4) Reactant: [O:1]=[S:2]1(=[O:23])[C:19]2[C:14](=[CH:15][CH:16]=[CH:17][CH:18]=2)[C:13]2[C:4](=[C:5]3[C:10](=[CH:11][CH:12]=2)[C:9]([C:20](O)=[O:21])=[CH:8][CH:7]=[N:6]3)[NH:3]1.[CH3:24][NH:25][CH3:26].CCN=C=NCCCN(C)C.Cl.C1C=CC2N(O)N=NC=2C=1.CCN(C(C)C)C(C)C. Product: [CH3:24][N:25]([CH3:26])[C:20]([C:9]1[C:10]2[C:5](=[C:4]3[C:13](=[CH:12][CH:11]=2)[C:14]2[C:19](=[CH:18][CH:17]=[CH:16][CH:15]=2)[S:2](=[O:23])(=[O:1])[NH:3]3)[N:6]=[CH:7][CH:8]=1)=[O:21]. The catalyst class is: 3. (5) Reactant: [H-].[Na+].[NH:3]1[C:12]2[C:7](=[CH:8][CH:9]=[CH:10][CH:11]=2)[CH2:6][CH2:5][C:4]1=[O:13].Cl[CH2:15][CH2:16][N:17]1[CH2:22][CH2:21][N:20]([C:23]2[C:32]3[C:27](=[CH:28][CH:29]=[CH:30][CH:31]=3)[CH:26]=[CH:25][N:24]=2)[CH2:19][CH2:18]1. Product: [C:23]1([N:20]2[CH2:21][CH2:22][N:17]([CH2:16][CH2:15][N:3]3[C:12]4[C:7](=[CH:8][CH:9]=[CH:10][CH:11]=4)[CH2:6][CH2:5][C:4]3=[O:13])[CH2:18][CH2:19]2)[C:32]2[C:27](=[CH:28][CH:29]=[CH:30][CH:31]=2)[CH:26]=[CH:25][N:24]=1. The catalyst class is: 9. (6) Reactant: [CH3:1][S:2]([C:5]1[CH:13]=[CH:12][C:8]([C:9]([OH:11])=O)=[CH:7][CH:6]=1)(=[O:4])=[O:3].C(Cl)(=O)C(Cl)=O.[C:20]1([O:26][CH3:27])[CH:25]=[CH:24][CH:23]=[CH:22][CH:21]=1.[Cl-].[Al+3].[Cl-].[Cl-].Cl. Product: [CH3:27][O:26][C:20]1[CH:25]=[CH:24][C:23]([C:9]([C:8]2[CH:7]=[CH:6][C:5]([S:2]([CH3:1])(=[O:3])=[O:4])=[CH:13][CH:12]=2)=[O:11])=[CH:22][CH:21]=1. The catalyst class is: 59. (7) Reactant: Cl[C:2]1[C:11]2[C:6](=[CH:7][C:8]([O:12][CH3:13])=[CH:9][CH:10]=2)[CH:5]([CH2:14][CH2:15][NH:16][C:17](=[O:19])[CH3:18])[CH2:4][CH:3]=1.CC([O-])(C)C.[K+].Cl. Product: [CH3:13][O:12][C:8]1[CH:7]=[C:6]2[C:11]([CH:2]=[CH:3][CH:4]=[C:5]2[CH2:14][CH2:15][NH:16][C:17](=[O:19])[CH3:18])=[CH:10][CH:9]=1. The catalyst class is: 107.